The task is: Predict the reactants needed to synthesize the given product.. This data is from Full USPTO retrosynthesis dataset with 1.9M reactions from patents (1976-2016). (1) Given the product [CH:37]([C:2]1[CH:7]=[CH:6][C:5]([CH:8]2[C:12]3[CH:13]=[C:14]([NH:19][C:20](=[O:26])[CH2:21][C:22]([CH3:23])([CH3:24])[CH3:25])[C:15]([CH3:18])=[C:16]([CH3:17])[C:11]=3[O:10][C:9]2([CH3:28])[CH3:27])=[CH:4][CH:3]=1)=[O:38], predict the reactants needed to synthesize it. The reactants are: Br[C:2]1[CH:7]=[CH:6][C:5]([CH:8]2[C:12]3[CH:13]=[C:14]([NH:19][C:20](=[O:26])[CH2:21][C:22]([CH3:25])([CH3:24])[CH3:23])[C:15]([CH3:18])=[C:16]([CH3:17])[C:11]=3[O:10][C:9]2([CH3:28])[CH3:27])=[CH:4][CH:3]=1.C([Li])CCC.CN([CH:37]=[O:38])C.O. (2) Given the product [C:1]1([CH2:19][O:20][CH2:23][CH2:24][CH2:25][NH2:26])[S:2][CH:3]=[C:4]2[C:10]=1[C:9]1[CH:11]=[CH:12][CH:13]=[CH:14][C:8]=1[O:7][C:6]1[CH:15]=[CH:16][CH:17]=[CH:18][C:5]2=1, predict the reactants needed to synthesize it. The reactants are: [C:1]1([CH2:19][OH:20])[S:2][CH:3]=[C:4]2[C:10]=1[C:9]1[CH:11]=[CH:12][CH:13]=[CH:14][C:8]=1[O:7][C:6]1[CH:15]=[CH:16][CH:17]=[CH:18][C:5]2=1.Cl.Cl[CH2:23][CH2:24][CH2:25][NH2:26]. (3) Given the product [SH:6][CH:7]1[CH2:8][CH2:9][N:10]([C:13]([O:15][CH2:16][C:17]2[CH:22]=[CH:21][CH:20]=[CH:19][CH:18]=2)=[O:14])[CH2:11][CH2:12]1, predict the reactants needed to synthesize it. The reactants are: [BH4-].[Na+].C([S:6][CH:7]1[CH2:12][CH2:11][N:10]([C:13]([O:15][CH2:16][C:17]2[CH:22]=[CH:21][CH:20]=[CH:19][CH:18]=2)=[O:14])[CH2:9][CH2:8]1)(=O)C. (4) Given the product [CH2:1]([O:3][C:4](=[O:24])[CH:5]([O:21][CH2:22][CH3:23])[CH2:6][C:7]1[CH:12]=[CH:11][C:10]([OH:13])=[CH:9][N:8]=1)[CH3:2], predict the reactants needed to synthesize it. The reactants are: [CH2:1]([O:3][C:4](=[O:24])[C:5]([O:21][CH2:22][CH3:23])=[CH:6][C:7]1[CH:12]=[CH:11][C:10]([O:13]CC2C=CC=CC=2)=[CH:9][N:8]=1)[CH3:2].